Task: Predict which catalyst facilitates the given reaction.. Dataset: Catalyst prediction with 721,799 reactions and 888 catalyst types from USPTO (1) Reactant: [F:1][C:2]1[CH:7]=[CH:6][CH:5]=[CH:4][C:3]=1[N:8]1[CH2:13][CH2:12][NH:11][CH2:10][CH2:9]1.Cl.[Cl:15][C:16]1[CH:21]=[CH:20][CH:19]=[CH:18][C:17]=1[S:22](Cl)(=[O:24])=[O:23].C(N(C(C)C)CC)(C)C. Product: [Cl:15][C:16]1[CH:21]=[CH:20][CH:19]=[CH:18][C:17]=1[S:22]([N:11]1[CH2:12][CH2:13][N:8]([C:3]2[CH:4]=[CH:5][CH:6]=[CH:7][C:2]=2[F:1])[CH2:9][CH2:10]1)(=[O:24])=[O:23]. The catalyst class is: 4. (2) Product: [OH:18][C:17]1[CH:16]=[C:15]([N:9]2[C:6]3[CH:7]=[N:8][C:3]([O:2][CH3:1])=[CH:4][C:5]=3[N:11]=[CH:10]2)[S:14][C:13]=1[C:19]([O:21][CH3:22])=[O:20]. The catalyst class is: 22. Reactant: [CH3:1][O:2][C:3]1[N:8]=[CH:7][C:6]2[N:9]=[CH:10][NH:11][C:5]=2[CH:4]=1.Cl[C:13]1([C:19]([O:21][CH3:22])=[O:20])[C:17](=[O:18])[CH:16]=[CH:15][S:14]1. (3) Reactant: Cl.Cl.Cl.[NH2:4][CH2:5][C:6]1[O:7][C:8]([CH2:12][NH:13][C:14]([C:16]2[CH:20]=[C:19]([NH:21][C:22](=[O:32])[C:23]3[CH:28]=[C:27]([F:29])[C:26]([F:30])=[CH:25][C:24]=3[Cl:31])[NH:18][N:17]=2)=[O:15])=[C:9]([CH3:11])[N:10]=1.C(N(CC)CC)C.[C:40]1([CH3:50])[CH:45]=[CH:44][C:43]([S:46](Cl)(=[O:48])=[O:47])=[CH:42][CH:41]=1. Product: [CH3:11][C:9]1[N:10]=[C:6]([CH2:5][NH:4][S:46]([C:43]2[CH:44]=[CH:45][C:40]([CH3:50])=[CH:41][CH:42]=2)(=[O:48])=[O:47])[O:7][C:8]=1[CH2:12][NH:13][C:14]([C:16]1[CH:20]=[C:19]([NH:21][C:22](=[O:32])[C:23]2[CH:28]=[C:27]([F:29])[C:26]([F:30])=[CH:25][C:24]=2[Cl:31])[NH:18][N:17]=1)=[O:15]. The catalyst class is: 7. (4) Reactant: [CH2:1]([O:3][C:4](=[O:31])[CH2:5][CH:6]1[CH2:14][C:13]2[C:8](=[CH:9][CH:10]=[C:11]([C:15]3[CH:20]=[CH:19][C:18]([O:21]CC4C=CC=CC=4)=[C:17]([F:29])[CH:16]=3)[CH:12]=2)[C:7]1=[O:30])[CH3:2].B(Br)(Br)Br.O. Product: [CH2:1]([O:3][C:4](=[O:31])[CH2:5][CH:6]1[CH2:14][C:13]2[C:8](=[CH:9][CH:10]=[C:11]([C:15]3[CH:20]=[CH:19][C:18]([OH:21])=[C:17]([F:29])[CH:16]=3)[CH:12]=2)[C:7]1=[O:30])[CH3:2]. The catalyst class is: 2. (5) Reactant: C(OC[N:9]1[C:13]2[N:14]=[C:15]([NH:28][C:29]3[CH:30]=[C:31]4[C:35](=[CH:36][CH:37]=3)[N:34]([CH2:38][CH2:39][O:40][CH3:41])[CH2:33][CH2:32]4)[N:16]=[C:17]([O:18][C:19]3[CH:24]=[CH:23][CH:22]=[C:21]([N+:25]([O-:27])=[O:26])[CH:20]=3)[C:12]=2[CH:11]=[CH:10]1)(=O)C(C)(C)C.CO.C1COCC1.[OH-].[Na+]. Product: [CH3:41][O:40][CH2:39][CH2:38][N:34]1[C:35]2[C:31](=[CH:30][C:29]([NH:28][C:15]3[N:16]=[C:17]([O:18][C:19]4[CH:24]=[CH:23][CH:22]=[C:21]([N+:25]([O-:27])=[O:26])[CH:20]=4)[C:12]4[CH:11]=[CH:10][NH:9][C:13]=4[N:14]=3)=[CH:37][CH:36]=2)[CH2:32][CH2:33]1. The catalyst class is: 6. (6) Reactant: Cl[CH2:2][CH2:3]Cl.COCCO.C(=O)([O-])[O-].[K+].[K+].[C:16]([O:24][CH2:25][CH3:26])(=[O:23])[CH2:17][C:18]([O:20][CH2:21][CH3:22])=[O:19]. Product: [C:17]1([C:18]([O:20][CH2:21][CH3:22])=[O:19])([C:16]([O:24][CH2:25][CH3:26])=[O:23])[CH2:3][CH2:2]1. The catalyst class is: 568. (7) Reactant: [NH2:1][C:2]1[S:3][CH:4]=[CH:5][N:6]=1.Br[CH2:8][C:9]([C:11]1[CH:16]=[CH:15][CH:14]=[C:13]([O:17][CH3:18])[CH:12]=1)=O.[OH-].[NH4+]. Product: [CH3:18][O:17][C:13]1[CH:12]=[C:11]([C:9]2[N:1]=[C:2]3[N:6]([CH:8]=2)[CH:5]=[CH:4][S:3]3)[CH:16]=[CH:15][CH:14]=1. The catalyst class is: 8. (8) Reactant: [CH3:1][S:2][C:3]1[CH:8]=[CH:7][C:6]([B:9]([OH:11])[OH:10])=[CH:5][C:4]=1[C:12]([F:15])([F:14])[F:13].O[C:17]([C:20](O)([CH3:22])[CH3:21])([CH3:19])[CH3:18].C(OCC)C.O. The catalyst class is: 12. Product: [CH3:18][C:17]1([CH3:19])[C:20]([CH3:22])([CH3:21])[O:11][B:9]([C:6]2[CH:7]=[CH:8][C:3]([S:2][CH3:1])=[C:4]([C:12]([F:15])([F:13])[F:14])[CH:5]=2)[O:10]1. (9) Reactant: [CH3:1][C:2]1[CH:3]=[C:4]([CH:8]=[CH:9][C:10]=1[N+:11]([O-:13])=[O:12])[C:5](O)=[O:6].C(C1NC=CN=1)([C:16]1[NH:17][CH:18]=CN=1)=O.CNC. Product: [CH3:16][N:17]([CH3:18])[C:5](=[O:6])[C:4]1[CH:8]=[CH:9][C:10]([N+:11]([O-:13])=[O:12])=[C:2]([CH3:1])[CH:3]=1. The catalyst class is: 3.